Dataset: Forward reaction prediction with 1.9M reactions from USPTO patents (1976-2016). Task: Predict the product of the given reaction. Given the reactants [C:1]([C:3]1([OH:9])[CH2:8][CH2:7][O:6][CH2:5][CH2:4]1)#[CH:2].[N:10]([CH2:13][C:14]1[CH:23]=[C:22]2[C:17]([C:18]([C:25]3[CH:30]=[CH:29][C:28]([F:31])=[CH:27][CH:26]=3)=[CH:19][C:20](=[O:24])[O:21]2)=[CH:16][CH:15]=1)=[N+:11]=[N-:12], predict the reaction product. The product is: [F:31][C:28]1[CH:27]=[CH:26][C:25]([C:18]2[C:17]3[C:22](=[CH:23][C:14]([CH2:13][N:10]4[CH:2]=[C:1]([C:3]5([OH:9])[CH2:8][CH2:7][O:6][CH2:5][CH2:4]5)[N:12]=[N:11]4)=[CH:15][CH:16]=3)[O:21][C:20](=[O:24])[CH:19]=2)=[CH:30][CH:29]=1.